Dataset: NCI-60 drug combinations with 297,098 pairs across 59 cell lines. Task: Regression. Given two drug SMILES strings and cell line genomic features, predict the synergy score measuring deviation from expected non-interaction effect. Drug 1: CC1=CC=C(C=C1)C2=CC(=NN2C3=CC=C(C=C3)S(=O)(=O)N)C(F)(F)F. Drug 2: COC1=C2C(=CC3=C1OC=C3)C=CC(=O)O2. Cell line: EKVX. Synergy scores: CSS=0.894, Synergy_ZIP=-0.945, Synergy_Bliss=-3.15, Synergy_Loewe=-2.05, Synergy_HSA=-2.86.